This data is from Full USPTO retrosynthesis dataset with 1.9M reactions from patents (1976-2016). The task is: Predict the reactants needed to synthesize the given product. (1) Given the product [CH2:1]([C:3]1[C:4]([OH:10])=[CH:5][C:6]([OH:9])=[C:7]([C:22](=[O:30])[CH2:21][C:12]2[CH:13]=[CH:14][C:15]3[C:20](=[CH:19][CH:18]=[CH:17][CH:16]=3)[CH:11]=2)[CH:8]=1)[CH3:2], predict the reactants needed to synthesize it. The reactants are: [CH2:1]([C:3]1[CH:8]=[CH:7][C:6]([OH:9])=[CH:5][C:4]=1[OH:10])[CH3:2].[CH:11]1[C:20]2[C:15](=[CH:16][CH:17]=[CH:18][CH:19]=2)[CH:14]=[CH:13][C:12]=1[CH2:21][C:22]#N.B(F)(F)F.CC[O:30]CC. (2) Given the product [Cl:1][C:2]1[CH:7]=[CH:6][C:5]([C:8]([F:9])([F:11])[F:10])=[CH:4][C:3]=1[N:12]([CH2:13][C:14]([NH:16][CH2:17][C:57]1[CH:58]=[N:59][CH:60]=[CH:61][CH:62]=1)=[O:15])[S:24]([C:27]1[CH:28]=[CH:29][CH:30]=[CH:31][CH:32]=1)(=[O:26])=[O:25], predict the reactants needed to synthesize it. The reactants are: [Cl:1][C:2]1[CH:7]=[CH:6][C:5]([C:8]([F:11])([F:10])[F:9])=[CH:4][C:3]=1[N:12]([S:24]([C:27]1[CH:32]=[CH:31][C:30](C)=[CH:29][CH:28]=1)(=[O:26])=[O:25])[CH2:13][C:14]([NH:16][CH2:17]C1C=CN=CC=1)=[O:15].C1(S(Cl)(=O)=O)C=CC=CC=1.CC1C=CC(S(Cl)(=O)=O)=CC=1.NC[C:57]1[CH:58]=[N:59][CH:60]=[CH:61][CH:62]=1.NCC1C=CN=CC=1.